This data is from Catalyst prediction with 721,799 reactions and 888 catalyst types from USPTO. The task is: Predict which catalyst facilitates the given reaction. (1) Reactant: C([O:4][CH2:5][C@@H:6]1[C@@H:11]([O:12][CH2:13][C:14]2[CH:19]=[CH:18][CH:17]=[CH:16][CH:15]=2)[C@H:10]([O:20][CH2:21][C:22]2[CH:27]=[CH:26][CH:25]=[CH:24][CH:23]=2)[C@@H:9]([O:28][CH2:29][C:30]2[CH:35]=[CH:34][CH:33]=[CH:32][CH:31]=2)[C@H:8]([C:36]2[CH:41]=[C:40]([CH2:42][C:43]3[CH:48]=[CH:47][C:46]([O:49][CH2:50][CH3:51])=[CH:45][CH:44]=3)[C:39]([Cl:52])=[CH:38][C:37]=2[O:53][CH2:54][CH:55]=[CH2:56])[O:7]1)(=O)C.C[O-].[Na+].C(O)(=O)C. Product: [CH2:54]([O:53][C:37]1[CH:38]=[C:39]([Cl:52])[C:40]([CH2:42][C:43]2[CH:44]=[CH:45][C:46]([O:49][CH2:50][CH3:51])=[CH:47][CH:48]=2)=[CH:41][C:36]=1[C@@H:8]1[O:7][C@H:6]([CH2:5][OH:4])[C@@H:11]([O:12][CH2:13][C:14]2[CH:19]=[CH:18][CH:17]=[CH:16][CH:15]=2)[C@H:10]([O:20][CH2:21][C:22]2[CH:23]=[CH:24][CH:25]=[CH:26][CH:27]=2)[C@H:9]1[O:28][CH2:29][C:30]1[CH:35]=[CH:34][CH:33]=[CH:32][CH:31]=1)[CH:55]=[CH2:56]. The catalyst class is: 5. (2) Reactant: [F:1][C:2]1([F:30])[CH2:7][CH2:6][CH2:5][CH:4]([C@@H:8]2[CH2:13][C@H:12]([C:14]3[CH:19]=[CH:18][CH:17]=[CH:16][CH:15]=3)[CH2:11][CH2:10][N:9]2C(OCC2C=CC=CC=2)=O)[CH2:3]1.[H][H]. Product: [F:30][C:2]1([F:1])[CH2:7][CH2:6][CH2:5][CH:4]([C@@H:8]2[CH2:13][C@H:12]([C:14]3[CH:15]=[CH:16][CH:17]=[CH:18][CH:19]=3)[CH2:11][CH2:10][NH:9]2)[CH2:3]1. The catalyst class is: 320. (3) Reactant: [NH:1]([C:11]([O:13][C:14]([CH3:17])([CH3:16])[CH3:15])=[O:12])[C@H:2]([C:8]([OH:10])=[O:9])[CH2:3][C:4](=[O:7])[O:5][CH3:6].ON1C(=O)CCC1=O.[CH2:26]1[CH2:31][CH2:30][C:29]([CH2:36][NH2:37])([CH2:32][C:33]([OH:35])=[O:34])[CH2:28][CH2:27]1.C(=O)([O-])O.[Na+]. Product: [NH:1]([C:11]([O:13][C:14]([CH3:17])([CH3:16])[CH3:15])=[O:12])[C@H:2]([C:8]([OH:10])=[O:9])[CH2:3][C:4](=[O:7])[O:5][CH3:6].[CH2:26]1[CH2:27][CH2:28][C:29]([CH2:36][NH2:37])([CH2:32][C:33]([OH:35])=[O:34])[CH2:30][CH2:31]1. The catalyst class is: 10.